From a dataset of Full USPTO retrosynthesis dataset with 1.9M reactions from patents (1976-2016). Predict the reactants needed to synthesize the given product. (1) Given the product [CH2:24]([C:5]1[N:6]([CH2:9][C:10]2[CH:15]=[CH:14][C:13]([C:16]3[C:17]([C:22]#[N:23])=[CH:18][CH:19]=[CH:20][CH:21]=3)=[CH:12][CH:11]=2)[C:7](=[O:8])[C:2]([C:29]2[CH2:34][CH2:33][CH2:32][CH2:31][CH:30]=2)=[C:3]([CH3:28])[N:4]=1)[CH2:25][CH2:26][CH3:27], predict the reactants needed to synthesize it. The reactants are: Br[C:2]1[C:7](=[O:8])[N:6]([CH2:9][C:10]2[CH:15]=[CH:14][C:13]([C:16]3[C:17]([C:22]#[N:23])=[CH:18][CH:19]=[CH:20][CH:21]=3)=[CH:12][CH:11]=2)[C:5]([CH2:24][CH2:25][CH2:26][CH3:27])=[N:4][C:3]=1[CH3:28].[C:29]1(B2OC(C)(C)C(C)(C)O2)[CH2:34][CH2:33][CH2:32][CH2:31][CH:30]=1.C(=O)([O-])[O-].[Cs+].[Cs+]. (2) Given the product [Cl:8][C:7]1[CH:6]=[CH:5][C:4]([NH:9][C:10](=[O:22])[C:11]2[CH:16]=[CH:15][C:14]([C:17]([F:20])([F:19])[F:18])=[N:13][C:12]=2[CH3:21])=[CH:3][C:2]=1[NH:1][C:34](=[O:35])[C:33]1[CH:32]=[CH:31][C:30]([N:27]2[CH2:26][CH2:25][N:24]([CH3:23])[CH2:29][CH2:28]2)=[CH:38][CH:37]=1, predict the reactants needed to synthesize it. The reactants are: [NH2:1][C:2]1[CH:3]=[C:4]([NH:9][C:10](=[O:22])[C:11]2[CH:16]=[CH:15][C:14]([C:17]([F:20])([F:19])[F:18])=[N:13][C:12]=2[CH3:21])[CH:5]=[CH:6][C:7]=1[Cl:8].[CH3:23][N:24]1[CH2:29][CH2:28][N:27]([C:30]2[CH:38]=[CH:37][C:33]([C:34](O)=[O:35])=[CH:32][CH:31]=2)[CH2:26][CH2:25]1. (3) Given the product [O:1]=[C:2]1[C:11]2[C:6](=[CH:7][CH:8]=[CH:9][CH:10]=2)[CH2:5][CH2:4][CH:3]1[C:12]([O:14][CH2:15][CH3:16])=[O:13], predict the reactants needed to synthesize it. The reactants are: [O:1]=[C:2]1[C:11]2[C:6](=[CH:7][CH:8]=[CH:9][CH:10]=2)[CH2:5][CH2:4][C:3]1(CC#C)[C:12]([O:14][CH2:15][CH3:16])=[O:13].O. (4) Given the product [Cl:1][C:2]1[CH:7]=[C:6]([C:8]2[CH2:12][CH2:11][CH:10]([OH:13])[CH:9]=2)[N:5]=[C:4]2[CH2:14][CH2:15][CH2:16][C:3]=12, predict the reactants needed to synthesize it. The reactants are: [Cl:1][C:2]1[CH:7]=[C:6]([C:8]2[CH2:12][CH2:11][C:10](=[O:13])[CH:9]=2)[N:5]=[C:4]2[CH2:14][CH2:15][CH2:16][C:3]=12. (5) Given the product [NH2:11][C:12]1[S:13][C@@:14]2([CH2:29][OH:30])[C@@H:16]([C@:17]([C:21]3[CH:26]=[C:25]([NH:27][C:8](=[O:10])[C:5]4[CH:4]=[CH:3][C:2]([Cl:1])=[CH:7][N:6]=4)[CH:24]=[CH:23][C:22]=3[F:28])([CH2:19][F:20])[N:18]=1)[CH2:15]2, predict the reactants needed to synthesize it. The reactants are: [Cl:1][C:2]1[CH:3]=[CH:4][C:5]([C:8]([OH:10])=O)=[N:6][CH:7]=1.[NH2:11][C:12]1[S:13][C@@:14]2([CH2:29][OH:30])[C@@H:16]([C@:17]([C:21]3[CH:26]=[C:25]([NH2:27])[CH:24]=[CH:23][C:22]=3[F:28])([CH2:19][F:20])[N:18]=1)[CH2:15]2.CCCP(O)(O)=O. (6) Given the product [F:23][C:24]1[CH:25]=[CH:26][C:27]([CH2:28][N:29]2[C:33]([C:34]([OH:36])=[O:35])=[CH:32][C:31]([CH2:37][CH2:38][CH3:39])=[N:30]2)=[CH:40][CH:41]=1.[S:44]1[CH:45]=[CH:46][N:47]=[C:43]1[NH:42][C:34]([C:33]1[N:29]([CH2:28][C:27]2[CH:26]=[CH:25][C:24]([F:23])=[CH:41][CH:40]=2)[N:30]=[C:31]([CH2:37][CH2:38][CH3:39])[CH:32]=1)=[O:36], predict the reactants needed to synthesize it. The reactants are: C(OC(C1NN=C(CCC)C=1)=O)C.FC1C=CC(CBr)=CC=1.[F:23][C:24]1[CH:41]=[CH:40][C:27]([CH2:28][N:29]2[C:33]([C:34]([OH:36])=[O:35])=[CH:32][C:31]([CH2:37][CH2:38][CH3:39])=[N:30]2)=[CH:26][CH:25]=1.[NH2:42][C:43]1[S:44][CH:45]=[CH:46][N:47]=1. (7) Given the product [N:6]1([CH2:5][CH2:4][CH2:3][CH2:2][N:29]2[CH2:30][CH2:31][CH:26]([C:22]3[CH:21]=[C:20]([NH:19][C:17](=[O:18])[CH:16]([CH3:15])[CH3:32])[CH:25]=[CH:24][CH:23]=3)[CH2:27][CH2:28]2)[C:14]2[C:9](=[CH:10][CH:11]=[CH:12][CH:13]=2)[CH:8]=[CH:7]1, predict the reactants needed to synthesize it. The reactants are: Cl[CH2:2][CH2:3][CH2:4][CH2:5][N:6]1[C:14]2[C:9](=[CH:10][CH:11]=[CH:12][CH:13]=2)[CH:8]=[CH:7]1.[CH3:15][CH:16]([CH3:32])[C:17]([NH:19][C:20]1[CH:25]=[CH:24][CH:23]=[C:22]([CH:26]2[CH2:31][CH2:30][NH:29][CH2:28][CH2:27]2)[CH:21]=1)=[O:18].